From a dataset of Full USPTO retrosynthesis dataset with 1.9M reactions from patents (1976-2016). Predict the reactants needed to synthesize the given product. (1) The reactants are: [Br:1][C:2]1[CH:22]=[CH:21][C:20]([F:23])=[CH:19][C:3]=1[O:4][C:5]1[CH:10]=[CH:9][C:8]([C:11]2[CH:15]=[C:14]([C:16]([NH2:18])=O)[O:13][N:12]=2)=[CH:7][CH:6]=1.C(N(CC)CC)C.C(OC(C(F)(F)F)=O)(C(F)(F)F)=O. Given the product [Br:1][C:2]1[CH:22]=[CH:21][C:20]([F:23])=[CH:19][C:3]=1[O:4][C:5]1[CH:6]=[CH:7][C:8]([C:11]2[CH:15]=[C:14]([C:16]#[N:18])[O:13][N:12]=2)=[CH:9][CH:10]=1, predict the reactants needed to synthesize it. (2) Given the product [C:57]([NH:65][C@@H:66]1[C:73](=[O:74])[N:72]2[C@H:75]([C:78]([OH:80])=[O:79])[CH2:76][CH2:77][C@H:71]2[CH2:70][CH:69]=[CH:68][CH2:67]1)(=[O:64])[C:58]1[CH:63]=[CH:62][CH:61]=[CH:60][CH:59]=1, predict the reactants needed to synthesize it. The reactants are: OC1C(NC([C@H]2N3C(=O)[C@@H](NC(=O)C4C=CC=CC=4)CC=CC[C@@H]3CC2)=O)CC(=O)O1.C(OC(=O)NC1CC(=O)OC1OCC)C=C.N1C(=O)CC(=O)NC1=O.[C:57]([NH:65][CH:66]1[C:73](=[O:74])[N:72]2[CH:75]([C:78]([OH:80])=[O:79])[CH2:76][CH2:77][CH:71]2[CH2:70][CH:69]=[CH:68][CH2:67]1)(=[O:64])[C:58]1[CH:63]=[CH:62][CH:61]=[CH:60][CH:59]=1. (3) Given the product [C:27]([N:30]1[CH2:34][CH2:33][N:32]([C:2]2[CH:7]=[C:6]([Cl:8])[CH:5]=[CH:4][C:3]=2[C:9]([N:11]2[CH2:16][CH2:15][N:14]([C:17]3[C:22]([CH3:23])=[CH:21][C:20]([CH:24]4[CH2:26][CH2:25]4)=[CH:19][N:18]=3)[CH2:13][CH2:12]2)=[O:10])[C:31]1=[O:35])(=[O:29])[CH3:28], predict the reactants needed to synthesize it. The reactants are: Br[C:2]1[CH:7]=[C:6]([Cl:8])[CH:5]=[CH:4][C:3]=1[C:9]([N:11]1[CH2:16][CH2:15][N:14]([C:17]2[C:22]([CH3:23])=[CH:21][C:20]([CH:24]3[CH2:26][CH2:25]3)=[CH:19][N:18]=2)[CH2:13][CH2:12]1)=[O:10].[C:27]([N:30]1[CH2:34][CH2:33][NH:32][C:31]1=[O:35])(=[O:29])[CH3:28]. (4) Given the product [CH3:1][O:2][C:3](=[O:15])[CH2:4][C:5]1[C:13]2[C:8](=[N:9][CH:10]=[CH:11][CH:12]=2)[N:7]([CH2:19][C:20]2[CH:25]=[CH:24][C:23]([S:26]([CH2:29][CH3:30])(=[O:27])=[O:28])=[CH:22][C:21]=2[Cl:31])[C:6]=1[CH3:14], predict the reactants needed to synthesize it. The reactants are: [CH3:1][O:2][C:3](=[O:15])[CH2:4][C:5]1[C:13]2[C:8](=[N:9][CH:10]=[CH:11][CH:12]=2)[NH:7][C:6]=1[CH3:14].[H-].[Na+].Br[CH2:19][C:20]1[CH:25]=[CH:24][C:23]([S:26]([CH2:29][CH3:30])(=[O:28])=[O:27])=[CH:22][C:21]=1[Cl:31].[I-].[Na+].